This data is from Full USPTO retrosynthesis dataset with 1.9M reactions from patents (1976-2016). The task is: Predict the reactants needed to synthesize the given product. (1) Given the product [C:14]1([CH2:20][N:21]2[CH2:22][CH2:23][N:24]([C:2]([NH:1][C:4]3[CH:13]=[CH:12][CH:11]=[CH:10][C:5]=3[C:6]([O:8][CH3:9])=[O:7])=[O:3])[CH2:25][CH2:26]2)[CH:15]=[CH:16][CH:17]=[CH:18][CH:19]=1, predict the reactants needed to synthesize it. The reactants are: [N:1]([C:4]1[CH:13]=[CH:12][CH:11]=[CH:10][C:5]=1[C:6]([O:8][CH3:9])=[O:7])=[C:2]=[O:3].[C:14]1([CH2:20][N:21]2[CH2:26][CH2:25][NH:24][CH2:23][CH2:22]2)[CH:19]=[CH:18][CH:17]=[CH:16][CH:15]=1. (2) The reactants are: [OH:1][C:2]([C:24]1[CH:29]=[CH:28][C:27]([O:30][CH3:31])=[CH:26][C:25]=1[OH:32])([C:4]1[CH:9]=[CH:8][CH:7]=[C:6]([O:10][CH2:11][C:12]2[N:13]=[C:14]([C:18]3[CH:23]=[CH:22][CH:21]=[CH:20][CH:19]=3)[O:15][C:16]=2[CH3:17])[CH:5]=1)[CH3:3].Br[CH2:34][C:35]([O:37][CH2:38][CH3:39])=[O:36].C(=O)([O-])[O-].[K+].[K+].CN(C)C=O. Given the product [C:35]([O:37][CH2:38][CH2:39][O:32][C:25]1[CH:26]=[C:27]([O:30][CH3:31])[CH:28]=[CH:29][C:24]=1[C:2]([OH:1])([C:4]1[CH:9]=[CH:8][CH:7]=[C:6]([O:10][CH2:11][C:12]2[N:13]=[C:14]([C:18]3[CH:23]=[CH:22][CH:21]=[CH:20][CH:19]=3)[O:15][C:16]=2[CH3:17])[CH:5]=1)[CH3:3])(=[O:36])[CH3:34], predict the reactants needed to synthesize it. (3) Given the product [CH3:1][N:2]([S:20]([C:23]1[S:24][CH:25]=[CH:26][CH:27]=1)(=[O:21])=[O:22])[C:3]1[CH:4]=[C:5]([O:15][C:16]([F:17])([F:18])[F:19])[CH:6]=[C:7]2[C:11]=1[NH:10][C:9]([C:12]([NH:51][CH2:50][CH2:49][S:48][C:29]([C:36]1[CH:41]=[CH:40][CH:39]=[CH:38][CH:37]=1)([C:30]1[CH:31]=[CH:32][CH:33]=[CH:34][CH:35]=1)[C:42]1[CH:47]=[CH:46][CH:45]=[CH:44][CH:43]=1)=[O:14])=[CH:8]2, predict the reactants needed to synthesize it. The reactants are: [CH3:1][N:2]([S:20]([C:23]1[S:24][CH:25]=[CH:26][CH:27]=1)(=[O:22])=[O:21])[C:3]1[CH:4]=[C:5]([O:15][C:16]([F:19])([F:18])[F:17])[CH:6]=[C:7]2[C:11]=1[NH:10][C:9]([C:12]([OH:14])=O)=[CH:8]2.Cl.[C:29]([S:48][CH2:49][CH2:50][NH2:51])([C:42]1[CH:47]=[CH:46][CH:45]=[CH:44][CH:43]=1)([C:36]1[CH:41]=[CH:40][CH:39]=[CH:38][CH:37]=1)[C:30]1[CH:35]=[CH:34][CH:33]=[CH:32][CH:31]=1.N1(O)C2C=CC=CC=2N=N1.Cl.CN(C)CCCN=C=NCC. (4) Given the product [NH2:31][C:29]([C:26]1[C:25](=[O:32])[C@:24]2([OH:33])[C@@H:5]([CH2:6][C@H:7]3[C:21](=[C:22]2[OH:23])[C:20](=[O:34])[C:10]2[C:11]([OH:19])=[C:12]([NH:18][C:41](=[O:42])[CH2:40][N:39]([C:35]([CH3:37])([CH3:36])[CH3:38])[C:51](=[O:52])[O:53][CH3:54])[CH:13]=[C:14]([N:15]([CH3:16])[CH3:17])[C:9]=2[CH2:8]3)[C@H:4]([N:2]([CH3:1])[CH3:3])[C:27]=1[OH:28])=[O:30], predict the reactants needed to synthesize it. The reactants are: [CH3:1][N:2]([C@@H:4]1[C:27](=[O:28])[C:26]([C:29]([NH2:31])=[O:30])=[C:25]([OH:32])[C@:24]2([OH:33])[C@H:5]1[CH2:6][C@H:7]1[C:21]([C:22]2=[O:23])=[C:20]([OH:34])[C:10]2[C:11]([OH:19])=[C:12]([NH2:18])[CH:13]=[C:14]([N:15]([CH3:17])[CH3:16])[C:9]=2[CH2:8]1)[CH3:3].[C:35]([N:39]([C:51]([O:53][CH3:54])=[O:52])[CH2:40][C:41](OC(OCC(C)C)=O)=[O:42])([CH3:38])([CH3:37])[CH3:36]. (5) Given the product [CH3:1][C:2]1[CH:11]=[CH:10][C:9]2[C:4](=[CH:5][CH:6]=[CH:7][CH:8]=2)[C:3]=1[C:12]1[CH:13]=[C:14]([CH2:15][OH:16])[CH:17]=[CH:18][CH:19]=1, predict the reactants needed to synthesize it. The reactants are: [CH3:1][C:2]1[CH:11]=[CH:10][C:9]2[C:4](=[CH:5][CH:6]=[CH:7][CH:8]=2)[C:3]=1[C:12]1[CH:13]=[C:14]([CH:17]=[CH:18][CH:19]=1)[CH:15]=[O:16].[BH4-].[Na+].Cl. (6) Given the product [F:18][C:19]1[CH:20]=[C:21]([CH:29]=[CH:30][C:31]=1[O:32][C:33]([F:36])([F:34])[F:35])[O:22][CH:23]1[CH2:28][CH2:27][N:26]([CH2:2][C:3]([NH:5][C@@H:6]2[CH2:11][O:10][C:9]3=[N:12][C:13]([N+:15]([O-:17])=[O:16])=[CH:14][N:8]3[CH2:7]2)=[O:4])[CH2:25][CH2:24]1, predict the reactants needed to synthesize it. The reactants are: Cl[CH2:2][C:3]([NH:5][C@@H:6]1[CH2:11][O:10][C:9]2=[N:12][C:13]([N+:15]([O-:17])=[O:16])=[CH:14][N:8]2[CH2:7]1)=[O:4].[F:18][C:19]1[CH:20]=[C:21]([CH:29]=[CH:30][C:31]=1[O:32][C:33]([F:36])([F:35])[F:34])[O:22][CH:23]1[CH2:28][CH2:27][NH:26][CH2:25][CH2:24]1. (7) Given the product [CH3:1][CH:2]1[CH2:9][C@H:8]2[C@H:4]([CH2:5][N:6]([C:36]([C:31]3[C:30]([C:27]4[CH:26]=[CH:25][C:24]([F:23])=[CH:29][CH:28]=4)=[CH:35][CH:34]=[CH:33][CH:32]=3)=[O:37])[C@@H:7]2[CH2:10][NH:11][C:12]([C:14]2[N:21]3[C:17]([S:18][CH:19]=[CH:20]3)=[N:16][C:15]=2[CH3:22])=[O:13])[CH2:3]1, predict the reactants needed to synthesize it. The reactants are: [CH3:1][CH:2]1[CH2:9][C@H:8]2[C@H:4]([CH2:5][NH:6][C@@H:7]2[CH2:10][NH:11][C:12]([C:14]2[N:21]3[C:17]([S:18][CH:19]=[CH:20]3)=[N:16][C:15]=2[CH3:22])=[O:13])[CH2:3]1.[F:23][C:24]1[CH:29]=[CH:28][C:27]([C:30]2[C:31]([C:36](O)=[O:37])=[CH:32][CH:33]=[CH:34][CH:35]=2)=[CH:26][CH:25]=1.